From a dataset of Reaction yield outcomes from USPTO patents with 853,638 reactions. Predict the reaction yield, written as a fraction of the theoretical maximum amount of product (1.0 means a 100% yield; for example, 0.34 means a 34% yield). (1) The reactants are [CH3:1][C:2]1[O:6][C:5]([C:7]([OH:9])=O)=[CH:4][C:3]=1[C:10]1[N:14]([CH3:15])[N:13]=[CH:12][CH:11]=1.[NH2:16][C@@H:17]([CH2:30][C:31]1[CH:36]=[CH:35][CH:34]=[CH:33][C:32]=1[C:37]([F:40])([F:39])[F:38])[CH2:18][N:19]1[C:27](=[O:28])[C:26]2[C:21](=[CH:22][CH:23]=[CH:24][CH:25]=2)[C:20]1=[O:29].C(N(C(C)C)CC)(C)C.F[P-](F)(F)(F)(F)F.Br[P+](N1CCCC1)(N1CCCC1)N1CCCC1. The catalyst is C(Cl)Cl. The product is [O:28]=[C:27]1[C:26]2[C:21](=[CH:22][CH:23]=[CH:24][CH:25]=2)[C:20](=[O:29])[N:19]1[CH2:18][C@@H:17]([NH:16][C:7]([C:5]1[O:6][C:2]([CH3:1])=[C:3]([C:10]2[N:14]([CH3:15])[N:13]=[CH:12][CH:11]=2)[CH:4]=1)=[O:9])[CH2:30][C:31]1[CH:36]=[CH:35][CH:34]=[CH:33][C:32]=1[C:37]([F:39])([F:38])[F:40]. The yield is 0.370. (2) The reactants are [CH3:1][C:2]1[CH:7]=[CH:6][C:5]([N+:8]([O-:10])=[O:9])=[CH:4][N:3]=1.[Se](=O)=[O:12]. The catalyst is O1CCOCC1. The product is [N+:8]([C:5]1[CH:6]=[CH:7][C:2]([CH:1]=[O:12])=[N:3][CH:4]=1)([O-:10])=[O:9]. The yield is 0.940. (3) The reactants are N(C(OC(C)C)=O)=NC(OC(C)C)=O.[OH:15][C:16]1[CH:21]=[CH:20][C:19]([CH2:22][CH:23]([CH3:30])[CH2:24][C:25]([O:27][CH2:28][CH3:29])=[O:26])=[CH:18][CH:17]=1.[CH3:31][NH:32][C:33]1[N:38]=[C:37]([CH:39](O)[CH3:40])[CH:36]=[CH:35][CH:34]=1.C1(P(C2C=CC=CC=2)C2C=CC=CC=2)C=CC=CC=1. The catalyst is C1COCC1. The product is [CH3:30][CH:23]([CH2:22][C:19]1[CH:18]=[CH:17][C:16]([O:15][CH2:40][CH2:39][C:37]2[CH:36]=[CH:35][CH:34]=[C:33]([NH:32][CH3:31])[N:38]=2)=[CH:21][CH:20]=1)[CH2:24][C:25]([O:27][CH2:28][CH3:29])=[O:26]. The yield is 0.760. (4) The reactants are [F:1][C:2]1[CH:7]=[C:6]([F:8])[CH:5]=[CH:4][C:3]=1[Mg]Br.[C:11]1(=O)[CH2:15][CH2:14][CH2:13][CH2:12]1.Cl. The catalyst is C1COCC1. The product is [C:11]1([C:3]2[CH:4]=[CH:5][C:6]([F:8])=[CH:7][C:2]=2[F:1])[CH2:15][CH2:14][CH2:13][CH:12]=1. The yield is 0.263.